Predict the reaction yield, written as a fraction of the theoretical maximum amount of product (1.0 means a 100% yield; for example, 0.34 means a 34% yield). From a dataset of Reaction yield outcomes from USPTO patents with 853,638 reactions. (1) The reactants are C[O:2][C:3]1[CH:4]=[C:5]2[C:10](=[CH:11][CH:12]=1)[CH:9]=[C:8]([N:13]1[C:17]([CH3:18])=[CH:16][C:15]([O:19][CH2:20][CH2:21][N:22]3[CH2:27][CH2:26][O:25][CH2:24][CH2:23]3)=[N:14]1)[CH:7]=[CH:6]2. The catalyst is Cl. The product is [OH:2][C:3]1[CH:4]=[C:5]2[C:10](=[CH:11][CH:12]=1)[CH:9]=[C:8]([N:13]1[C:17]([CH3:18])=[CH:16][C:15]([O:19][CH2:20][CH2:21][N:22]3[CH2:23][CH2:24][O:25][CH2:26][CH2:27]3)=[N:14]1)[CH:7]=[CH:6]2. The yield is 0.790. (2) The reactants are [Cl-].O[NH3+:3].[C:4](=[O:7])([O-])[OH:5].[Na+].CS(C)=O.[C:13]([O:17][C:18]1[CH:23]=[CH:22][C:21]([N:24]2[C:29](=[O:30])[C:28]([CH2:31][C:32]3[CH:37]=[CH:36][C:35]([C:38]4[C:39]([C:44]#[N:45])=[CH:40][CH:41]=[CH:42][CH:43]=4)=[CH:34][CH:33]=3)=[C:27]([CH2:46][CH2:47][CH2:48][CH3:49])[N:26]=[C:25]2[CH3:50])=[CH:20][CH:19]=1)([CH3:16])([CH3:15])[CH3:14]. The catalyst is O. The product is [C:13]([O:17][C:18]1[CH:19]=[CH:20][C:21]([N:24]2[C:29](=[O:30])[C:28]([CH2:31][C:32]3[CH:33]=[CH:34][C:35]([C:38]4[CH:43]=[CH:42][CH:41]=[CH:40][C:39]=4[C:44]4[NH:3][C:4](=[O:7])[O:5][N:45]=4)=[CH:36][CH:37]=3)=[C:27]([CH2:46][CH2:47][CH2:48][CH3:49])[N:26]=[C:25]2[CH3:50])=[CH:22][CH:23]=1)([CH3:16])([CH3:15])[CH3:14]. The yield is 0.480. (3) The reactants are [C:1]([O:5][C:6]([N:8]1[CH2:13][CH2:12][C:11]([C:15]2[N:16]([CH3:31])[C:17]3[C:22]([N:23]=2)=[C:21]([N:24]2[CH2:29][CH2:28][O:27][CH2:26][CH2:25]2)[N:20]=[C:19](Cl)[N:18]=3)([OH:14])[CH2:10][CH2:9]1)=[O:7])([CH3:4])([CH3:3])[CH3:2].[CH2:32]([C:34]1[NH:35][C:36]2[CH:42]=[CH:41][CH:40]=[CH:39][C:37]=2[N:38]=1)[CH3:33].CC(C1C=C(C(C)C)C(C2C=CC=CC=2P(C2CCCCC2)C2CCCCC2)=C(C(C)C)C=1)C.[O-]P([O-])([O-])=O.[K+].[K+].[K+]. The catalyst is O1CCOCC1.C1C=CC(/C=C/C(/C=C/C2C=CC=CC=2)=O)=CC=1.C1C=CC(/C=C/C(/C=C/C2C=CC=CC=2)=O)=CC=1.C1C=CC(/C=C/C(/C=C/C2C=CC=CC=2)=O)=CC=1.[Pd].[Pd]. The product is [C:1]([O:5][C:6]([N:8]1[CH2:13][CH2:12][C:11]([C:15]2[N:16]([CH3:31])[C:17]3[C:22]([N:23]=2)=[C:21]([N:24]2[CH2:29][CH2:28][O:27][CH2:26][CH2:25]2)[N:20]=[C:19]([N:35]2[C:36]4[CH:42]=[CH:41][CH:40]=[CH:39][C:37]=4[N:38]=[C:34]2[CH2:32][CH3:33])[N:18]=3)([OH:14])[CH2:10][CH2:9]1)=[O:7])([CH3:4])([CH3:3])[CH3:2]. The yield is 0.840.